Dataset: CYP2D6 inhibition data for predicting drug metabolism from PubChem BioAssay. Task: Regression/Classification. Given a drug SMILES string, predict its absorption, distribution, metabolism, or excretion properties. Task type varies by dataset: regression for continuous measurements (e.g., permeability, clearance, half-life) or binary classification for categorical outcomes (e.g., BBB penetration, CYP inhibition). Dataset: cyp2d6_veith. (1) The drug is COc1ccc(N(CC(=O)O)N=O)cc1. The result is 0 (non-inhibitor). (2) The drug is COc1cc2c(c(OC)c1OC)-c1ccc(O)c(=O)cc1[C@H](N)CC2. The result is 0 (non-inhibitor). (3) The drug is O=[N+]([O-])c1ccc(Nc2nc(N/N=C\c3ccc4c(c3)OCO4)nc(N3CCCCC3)n2)cc1. The result is 0 (non-inhibitor).